Dataset: Reaction yield outcomes from USPTO patents with 853,638 reactions. Task: Predict the reaction yield, written as a fraction of the theoretical maximum amount of product (1.0 means a 100% yield; for example, 0.34 means a 34% yield). (1) The reactants are Cl[C:2]1[N:6]2[CH:7]=[C:8]([F:11])[CH:9]=[CH:10][C:5]2=[N:4][N:3]=1.[CH3:12][NH:13][CH2:14][CH2:15][N:16]1[CH2:21][CH2:20][O:19][CH2:18][CH2:17]1.N. The catalyst is CN1C(=O)CCC1.CO.C(Cl)Cl. The product is [F:11][C:8]1[CH:9]=[CH:10][C:5]2[N:6]([C:2]([N:13]([CH3:12])[CH2:14][CH2:15][N:16]3[CH2:21][CH2:20][O:19][CH2:18][CH2:17]3)=[N:3][N:4]=2)[CH:7]=1. The yield is 0.710. (2) The yield is 1.41. The catalyst is FC(F)(F)C(O)=O. The reactants are [Cl:1][C:2]1[CH:3]=[CH:4][C:5]([O:11][CH3:12])=[C:6]([CH:8](O)[CH3:9])[CH:7]=1.C([SiH](CC)CC)C. The product is [Cl:1][C:2]1[CH:3]=[CH:4][C:5]([O:11][CH3:12])=[C:6]([CH2:8][CH3:9])[CH:7]=1.